This data is from Full USPTO retrosynthesis dataset with 1.9M reactions from patents (1976-2016). The task is: Predict the reactants needed to synthesize the given product. (1) Given the product [CH3:22][O:23][C:19]1[CH:18]=[CH:17][C:16]([C:14](=[O:15])[CH2:13][S:9][C:5]2[CH:6]=[CH:7][CH:8]=[C:3]([O:2][CH3:1])[CH:4]=2)=[CH:21][CH:20]=1, predict the reactants needed to synthesize it. The reactants are: [CH3:1][O:2][C:3]1[CH:4]=[C:5]([S-:9])[CH:6]=[CH:7][CH:8]=1.ClCO[CH2:13][C:14]([C:16]1[CH:21]=[CH:20][CH:19]=[CH:18][CH:17]=1)=[O:15].[CH3:22][OH:23]. (2) Given the product [ClH:29].[NH:20]1[CH2:21][CH:18]([O:17][C:14]2[CH:13]=[CH:12][C:11]([NH:10][C:4]3[C:5](=[O:9])[N:6]([CH3:8])[CH:7]=[C:2]([Br:1])[CH:3]=3)=[N:16][CH:15]=2)[CH2:19]1, predict the reactants needed to synthesize it. The reactants are: [Br:1][C:2]1[CH:3]=[C:4]([NH:10][C:11]2[N:16]=[CH:15][C:14]([O:17][CH:18]3[CH2:21][N:20](C(OC(C)(C)C)=O)[CH2:19]3)=[CH:13][CH:12]=2)[C:5](=[O:9])[N:6]([CH3:8])[CH:7]=1.[ClH:29].O1CCOCC1. (3) The reactants are: [CH3:1][CH:2]1[N:14]2[C:15]3[C:10]([CH:11]([CH2:16][OH:17])[CH2:12][CH2:13]2)=[CH:9][CH:8]=[CH:7][C:6]=3[CH2:5][NH:4][CH2:3]1.C(N(CC)CC)C.[C:25]([O:29][C:30](O[C:30]([O:29][C:25]([CH3:28])([CH3:27])[CH3:26])=[O:31])=[O:31])([CH3:28])([CH3:27])[CH3:26].C(O)(=O)CC(CC(O)=O)(C(O)=O)O. Given the product [OH:17][CH2:16][CH:11]1[C:10]2[C:15]3=[C:6]([CH2:5][N:4]([C:30]([O:29][C:25]([CH3:28])([CH3:27])[CH3:26])=[O:31])[CH2:3][CH:2]([CH3:1])[N:14]3[CH2:13][CH2:12]1)[CH:7]=[CH:8][CH:9]=2, predict the reactants needed to synthesize it. (4) Given the product [C:14]([CH:13]=[C:12]([C:17]1[CH:22]=[CH:21][C:20]([NH:23][C:24](=[O:26])[CH3:25])=[CH:19][CH:18]=1)[C:6]1[CH:7]=[CH:8][C:9]([O:10][CH3:11])=[C:4]([O:3][CH2:1][CH3:2])[CH:5]=1)#[N:15], predict the reactants needed to synthesize it. The reactants are: [CH2:1]([O:3][C:4]1[CH:5]=[C:6]([CH:12]=[CH:13][C:14]#[N:15])[CH:7]=[CH:8][C:9]=1[O:10][CH3:11])[CH3:2].I[C:17]1[CH:22]=[CH:21][C:20]([NH:23][C:24](=[O:26])[CH3:25])=[CH:19][CH:18]=1.C([O-])(O)=O.[Na+].O. (5) The reactants are: [OH:1][C:2]1[CH:3]=[C:4](NCC(O)=O)[CH:5]=[CH:6][C:7]=1[OH:8].N1(S([O-])(=O)=O)C2C(=CC=CC=2)C(=O)[C:15]1=[O:16].[Na+].S(=O)(=O)(O)O.O=O. Given the product [OH:1][C:2]1[CH:3]=[C:4]([CH:5]=[CH:6][C:7]=1[OH:8])[CH:15]=[O:16], predict the reactants needed to synthesize it. (6) Given the product [Cl:1][C:2]1[CH:7]=[CH:6][C:5]([CH:8]2[C:15]3[C:14]([CH3:16])=[N:13][N:12]([C:29]([N:28]([CH3:32])[CH3:27])=[O:30])[C:11]=3[C:10](=[O:17])[N:9]2[C:18]2[CH:23]=[C:22]([CH3:24])[C:21](=[O:25])[N:20]([CH3:26])[CH:19]=2)=[CH:4][CH:3]=1, predict the reactants needed to synthesize it. The reactants are: [Cl:1][C:2]1[CH:7]=[CH:6][C:5]([CH:8]2[C:15]3[C:14]([CH3:16])=[N:13][NH:12][C:11]=3[C:10](=[O:17])[N:9]2[C:18]2[CH:23]=[C:22]([CH3:24])[C:21](=[O:25])[N:20]([CH3:26])[CH:19]=2)=[CH:4][CH:3]=1.[CH3:27][N:28]([CH3:32])[C:29](Cl)=[O:30].